Predict the product of the given reaction. From a dataset of Forward reaction prediction with 1.9M reactions from USPTO patents (1976-2016). (1) Given the reactants [CH3:1][S:2]([NH2:5])(=[O:4])=[O:3].CO[C:8](=[O:16])[C:9]1[CH:14]=[CH:13][CH:12]=[C:11](I)[CH:10]=1.[Cl:17][C:18]1[CH:23]=[CH:22][C:21]([C@H:24]2[C@:26]3([C:34]4[C:29](=[CH:30][CH:31]=[CH:32][CH:33]=4)[NH:28][C:27]3=[O:35])[CH2:25]2)=[CH:20][CH:19]=1, predict the reaction product. The product is: [Cl:17][C:18]1[CH:19]=[CH:20][C:21]([C@H:24]2[C@:26]3([C:34]4[C:29](=[CH:30][CH:31]=[CH:32][CH:33]=4)[N:28]([C:11]4[CH:10]=[C:9]([CH:14]=[CH:13][CH:12]=4)[C:8]([NH:5][S:2]([CH3:1])(=[O:4])=[O:3])=[O:16])[C:27]3=[O:35])[CH2:25]2)=[CH:22][CH:23]=1. (2) Given the reactants [CH3:1][C:2]1([CH3:28])[CH2:26][C:6]2[N:7]=[C:8]([N:10]3[CH2:15][CH2:14][O:13][CH2:12][C@@H:11]3[CH2:16][C:17]3[C:25]4[C:20](=[CH:21][CH:22]=[CH:23][CH:24]=4)[NH:19][CH:18]=3)[S:9][C:5]=2[C:4](=[O:27])[CH2:3]1.C(N(CC)CC)C.[C:36](OC(=O)C)(=[O:38])[CH3:37], predict the reaction product. The product is: [C:36]([N:19]1[C:20]2[C:25](=[CH:24][CH:23]=[CH:22][CH:21]=2)[C:17]([CH2:16][C@H:11]2[CH2:12][O:13][CH2:14][CH2:15][N:10]2[C:8]2[S:9][C:5]3[C:4](=[O:27])[CH2:3][C:2]([CH3:28])([CH3:1])[CH2:26][C:6]=3[N:7]=2)=[CH:18]1)(=[O:38])[CH3:37].